Predict the reaction yield, written as a fraction of the theoretical maximum amount of product (1.0 means a 100% yield; for example, 0.34 means a 34% yield). From a dataset of Reaction yield outcomes from USPTO patents with 853,638 reactions. (1) The reactants are [CH3:1][S:2]([O:5][C:6]1[C:14](C=O)=[CH:13][C:12]([I:17])=[C:11]2[C:7]=1[CH:8]([O:28][CH3:29])[N:9]([C:19]([CH3:27])([C:21]1[CH:26]=[CH:25][CH:24]=[CH:23][CH:22]=1)[CH3:20])[C:10]2=[O:18])(=[O:4])=[O:3].[CH:30]([O:35][CH3:36])([O:33][CH3:34])OC.C(=O)([O-])O.[Na+].O. The catalyst is CO.O.C1(C)C=CC(S(O)(=O)=O)=CC=1. The product is [CH3:1][S:2]([O:5][C:6]1[C:14]([CH:30]([O:33][CH3:34])[O:35][CH3:36])=[CH:13][C:12]([I:17])=[C:11]2[C:7]=1[CH:8]([O:28][CH3:29])[N:9]([C:19]([CH3:20])([C:21]1[CH:26]=[CH:25][CH:24]=[CH:23][CH:22]=1)[CH3:27])[C:10]2=[O:18])(=[O:3])=[O:4]. The yield is 0.960. (2) The reactants are [Cl:1][C:2]1[CH:18]=[CH:17][C:5]2[CH2:6][CH2:7][N:8]([C:11](=[O:16])[C:12]([F:15])([F:14])[F:13])[CH2:9][CH2:10][C:4]=2[C:3]=1OS(C(F)(F)F)(=O)=O.[CH3:27][N:28]1[CH:32]=[CH:31][N:30]=[C:29]1[C:33]1[CH:40]=[CH:39][C:36]([CH2:37][NH2:38])=[CH:35][CH:34]=1. The catalyst is C1(C)C=CC=CC=1. The product is [Cl:1][C:2]1[CH:18]=[CH:17][C:5]2[CH2:6][CH2:7][N:8]([C:11](=[O:16])[C:12]([F:15])([F:14])[F:13])[CH2:9][CH2:10][C:4]=2[C:3]=1[NH:38][CH2:37][C:36]1[CH:35]=[CH:34][C:33]([C:29]2[N:28]([CH3:27])[CH:32]=[CH:31][N:30]=2)=[CH:40][CH:39]=1. The yield is 0.930.